Predict the reactants needed to synthesize the given product. From a dataset of Full USPTO retrosynthesis dataset with 1.9M reactions from patents (1976-2016). (1) Given the product [CH:11]1([O:17][C:2]2[CH:7]=[CH:6][C:5]([N+:8]([O-:10])=[O:9])=[CH:4][CH:3]=2)[CH2:16][CH2:15][CH2:14][CH2:13][CH2:12]1, predict the reactants needed to synthesize it. The reactants are: F[C:2]1[CH:7]=[CH:6][C:5]([N+:8]([O-:10])=[O:9])=[CH:4][CH:3]=1.[CH:11]1([OH:17])[CH2:16][CH2:15][CH2:14][CH2:13][CH2:12]1. (2) Given the product [C:1]([O:5][C:6]([N:8]1[CH2:13][C@@H:12]([NH:14][CH3:53])[CH2:11][C@@H:10]([C:27](=[O:50])[N:28]([CH:47]2[CH2:49][CH2:48]2)[C:29]2[CH:30]=[CH:31][C:32]3[O:37][C:36]([CH3:38])([CH3:39])[C:35](=[O:40])[N:34]([CH2:41][CH2:42][CH2:43][O:44][CH3:45])[C:33]=3[CH:46]=2)[CH2:9]1)=[O:7])([CH3:3])([CH3:2])[CH3:4], predict the reactants needed to synthesize it. The reactants are: [C:1]([O:5][C:6]([N:8]1[CH2:13][C@@H:12]([NH:14]S(C2C=CC=CC=2[N+]([O-])=O)(=O)=O)[CH2:11][C@@H:10]([C:27](=[O:50])[N:28]([CH:47]2[CH2:49][CH2:48]2)[C:29]2[CH:30]=[CH:31][C:32]3[O:37][C:36]([CH3:39])([CH3:38])[C:35](=[O:40])[N:34]([CH2:41][CH2:42][CH2:43][O:44][CH3:45])[C:33]=3[CH:46]=2)[CH2:9]1)=[O:7])([CH3:4])([CH3:3])[CH3:2].IC.[C:53]([O-])([O-])=O.[K+].[K+].C(O)(=O)CS.[Li+].[OH-]. (3) Given the product [OH:33][CH:32]=[C:10]1[C:9]2[C:4](=[CH:5][C:6]([C:11]([C:13]3[CH:18]=[CH:17][C:16]([NH:19][C:20]([C:22]4[N:23]([C:28]([CH3:31])([CH3:30])[CH3:29])[N:24]=[C:25]([CH3:27])[CH:26]=4)=[O:21])=[CH:15][CH:14]=3)=[O:12])=[CH:7][CH:8]=2)[NH:3][C:2]1=[O:1], predict the reactants needed to synthesize it. The reactants are: [O:1]=[C:2]1[CH2:10][C:9]2[C:4](=[CH:5][C:6]([C:11]([C:13]3[CH:18]=[CH:17][C:16]([NH:19][C:20]([C:22]4[N:23]([C:28]([CH3:31])([CH3:30])[CH3:29])[N:24]=[C:25]([CH3:27])[CH:26]=4)=[O:21])=[CH:15][CH:14]=3)=[O:12])=[CH:7][CH:8]=2)[NH:3]1.[CH:32](OCC)=[O:33].[O-]CC.[Na+].Cl. (4) The reactants are: [C:1]12([NH:6][C:7]3[N:12]=[C:11]([NH:13][C@@H:14]4[CH2:19][CH2:18][C@@H:17]([CH3:20])[C@H:16]([OH:21])[CH2:15]4)[C:10]([C:22]#[N:23])=[CH:9][N:8]=3)[CH2:5][CH:3]([CH2:4]1)[CH2:2]2.[OH-:24].[Na+].OO. Given the product [C:1]12([NH:6][C:7]3[N:12]=[C:11]([NH:13][C@@H:14]4[CH2:19][CH2:18][C@@H:17]([CH3:20])[C@H:16]([OH:21])[CH2:15]4)[C:10]([C:22]([NH2:23])=[O:24])=[CH:9][N:8]=3)[CH2:2][CH:3]([CH2:4]1)[CH2:5]2, predict the reactants needed to synthesize it.